This data is from Reaction yield outcomes from USPTO patents with 853,638 reactions. The task is: Predict the reaction yield, written as a fraction of the theoretical maximum amount of product (1.0 means a 100% yield; for example, 0.34 means a 34% yield). The reactants are Br[C:2]1[C:3]2[CH2:12][CH2:11][CH2:10][C:4]=2[C:5](=[O:9])[N:6]([CH3:8])[CH:7]=1.[CH:13]1([CH2:16][O:17][C:18]2[CH:23]=[CH:22][C:21]([S:24]([CH3:27])(=[O:26])=[O:25])=[CH:20][C:19]=2B2OC(C)(C)C(C)(C)O2)[CH2:15][CH2:14]1.C([O-])([O-])=O.[K+].[K+].CC(=O)OCC. The catalyst is O1CCOCC1.O.C1C=CC(P(C2C=CC=CC=2)[C-]2C=CC=C2)=CC=1.C1C=CC(P(C2C=CC=CC=2)[C-]2C=CC=C2)=CC=1.Cl[Pd]Cl.[Fe+2].C(Cl)Cl.CO. The product is [CH:13]1([CH2:16][O:17][C:18]2[CH:23]=[CH:22][C:21]([S:24]([CH3:27])(=[O:26])=[O:25])=[CH:20][C:19]=2[C:2]2[C:3]3[CH2:12][CH2:11][CH2:10][C:4]=3[C:5](=[O:9])[N:6]([CH3:8])[CH:7]=2)[CH2:14][CH2:15]1. The yield is 0.480.